Dataset: Catalyst prediction with 721,799 reactions and 888 catalyst types from USPTO. Task: Predict which catalyst facilitates the given reaction. (1) Reactant: [H-].[Na+].[CH3:3][O:4][C:5]1[C:13]2[O:12][C:11]([CH2:14][OH:15])=[CH:10][C:9]=2[CH:8]=[CH:7][CH:6]=1.I[CH3:17]. Product: [CH3:3][O:4][C:5]1[C:13]2[O:12][C:11]([CH2:14][O:15][CH3:17])=[CH:10][C:9]=2[CH:8]=[CH:7][CH:6]=1. The catalyst class is: 7. (2) Reactant: [Cl-].O[NH3+:3].[C:4](=[O:7])([O-])[OH:5].[Na+].CS(C)=O.[CH2:13]([C:17]1[N:18]=[C:19]([CH3:46])[N:20]([CH2:39][C:40]2[CH:45]=[CH:44][CH:43]=[CH:42][N:41]=2)[C:21](=[O:38])[C:22]=1[CH2:23][C:24]1[CH:29]=[CH:28][C:27]([C:30]2[C:31]([C:36]#[N:37])=[CH:32][CH:33]=[CH:34][CH:35]=2)=[CH:26][CH:25]=1)[CH2:14][CH2:15][CH3:16]. Product: [CH2:13]([C:17]1[N:18]=[C:19]([CH3:46])[N:20]([CH2:39][C:40]2[CH:45]=[CH:44][CH:43]=[CH:42][N:41]=2)[C:21](=[O:38])[C:22]=1[CH2:23][C:24]1[CH:25]=[CH:26][C:27]([C:30]2[CH:35]=[CH:34][CH:33]=[CH:32][C:31]=2[C:36]2[NH:3][C:4](=[O:7])[O:5][N:37]=2)=[CH:28][CH:29]=1)[CH2:14][CH2:15][CH3:16]. The catalyst class is: 13. (3) Product: [C:1]([O:4][CH2:5][CH2:6][CH2:7][CH2:8][N:9]1[C:17]2[C:16]([NH:23][C:22]3[CH:24]=[CH:25][C:26]([O:27][C:28]4[CH:33]=[CH:32][CH:31]=[C:30]([C:34]([F:35])([F:36])[F:37])[CH:29]=4)=[C:20]([Cl:19])[CH:21]=3)=[N:15][CH:14]=[N:13][C:12]=2[CH:11]=[CH:10]1)(=[O:3])[CH3:2]. The catalyst class is: 32. Reactant: [C:1]([O:4][CH2:5][CH2:6][CH2:7][CH2:8][N:9]1[C:17]2[C:16](Cl)=[N:15][CH:14]=[N:13][C:12]=2[CH:11]=[CH:10]1)(=[O:3])[CH3:2].[Cl:19][C:20]1[CH:21]=[C:22]([CH:24]=[CH:25][C:26]=1[O:27][C:28]1[CH:33]=[CH:32][CH:31]=[C:30]([C:34]([F:37])([F:36])[F:35])[CH:29]=1)[NH2:23].C(=O)([O-])O.[Na+]. (4) Reactant: [CH:1]([CH:3]1[O:7]B(O)[C:5]2[CH:9]=[CH:10][CH:11]=[CH:12][C:4]1=2)=[CH2:2].Br[C:14]1[N:19]=[C:18]([NH:20][C:21]2[CH:25]=[C:24]([CH:26]3[CH2:28][CH2:27]3)[NH:23][N:22]=2)[C:17]([Cl:29])=[CH:16][N:15]=1.C([O-])([O-])=O.[Na+].[Na+]. Product: [Cl:29][C:17]1[C:18]([NH:20][C:21]2[CH:25]=[C:24]([CH:26]3[CH2:28][CH2:27]3)[NH:23][N:22]=2)=[N:19][C:14]([C:5]2[CH:9]=[CH:10][CH:11]=[CH:12][C:4]=2[CH:3]([OH:7])[CH:1]=[CH2:2])=[N:15][CH:16]=1. The catalyst class is: 77. (5) Reactant: [F:1][C:2]1[C:3]([NH:22][C:23]2[CH:28]=[CH:27][C:26]([I:29])=[CH:25][C:24]=2[F:30])=[C:4]([CH:12]=[C:13](/[CH:16]=[N:17]/[O:18][CH2:19][CH2:20][OH:21])[C:14]=1[F:15])[C:5]([NH:7][O:8][CH2:9][CH2:10][OH:11])=[O:6].FC(F)(F)C(O)=O.C([BH3-])#N.[Na+].O. Product: [F:1][C:2]1[C:3]([NH:22][C:23]2[CH:28]=[CH:27][C:26]([I:29])=[CH:25][C:24]=2[F:30])=[C:4]([CH:12]=[C:13]([CH2:16][NH:17][O:18][CH2:19][CH2:20][OH:21])[C:14]=1[F:15])[C:5]([NH:7][O:8][CH2:9][CH2:10][OH:11])=[O:6]. The catalyst class is: 5.